Dataset: Forward reaction prediction with 1.9M reactions from USPTO patents (1976-2016). Task: Predict the product of the given reaction. (1) Given the reactants C([O:3][C:4]([C:6]1[S:10][C:9]([CH3:11])=[N:8][C:7]=1[S:12][CH2:13][CH2:14][C:15]([F:24])([F:23])[C:16]1[CH:21]=[CH:20][C:19]([F:22])=[CH:18][CH:17]=1)=[O:5])C.C(=O)([O-])[O-].[K+].[K+], predict the reaction product. The product is: [F:24][C:15]([F:23])([C:16]1[CH:17]=[CH:18][C:19]([F:22])=[CH:20][CH:21]=1)[CH2:14][CH2:13][S:12][C:7]1[N:8]=[C:9]([CH3:11])[S:10][C:6]=1[C:4]([OH:5])=[O:3]. (2) Given the reactants CC([CH:5]1[CH2:10][N:9]([CH2:11][CH:12]2[C:20]3[C:15](=[C:16]([C:22]#[N:23])[C:17]([F:21])=[CH:18][CH:19]=3)[CH2:14][CH2:13]2)[CH2:8][CH2:7][N:6]1C([O-])=O)(C)C.Cl, predict the reaction product. The product is: [F:21][C:17]1[CH:18]=[CH:19][C:20]2[CH:12]([CH2:11][N:9]3[CH2:8][CH2:7][NH:6][CH2:5][CH2:10]3)[CH2:13][CH2:14][C:15]=2[C:16]=1[C:22]#[N:23]. (3) Given the reactants Cl[C:2]1[C:3]2[N:10]([CH2:11][CH2:12][NH:13][C:14](=[O:20])OC(C)(C)C)[CH:9]=[CH:8][C:4]=2[N:5]=[CH:6][N:7]=1.[N:21]1[S:22][CH:23]=[C:24]2[C:29]([O:30][C:31]3[CH:37]=[CH:36][C:34]([NH2:35])=[CH:33][C:32]=3[Cl:38])=[CH:28][CH:27]=[CH:26][C:25]=12.Cl.ON1C2C=CC=C[C:44]=2N=N1.Cl.C(N=C=NCCCN(C)C)C, predict the reaction product. The product is: [N:21]1[S:22][CH:23]=[C:24]2[C:29]([O:30][C:31]3[CH:37]=[CH:36][C:34]([NH:35][C:2]4[C:3]5[N:10]([CH2:11][CH2:12][NH:13][C:14](=[O:20])[CH3:44])[CH:9]=[CH:8][C:4]=5[N:5]=[CH:6][N:7]=4)=[CH:33][C:32]=3[Cl:38])=[CH:28][CH:27]=[CH:26][C:25]=12.